Predict the reactants needed to synthesize the given product. From a dataset of Full USPTO retrosynthesis dataset with 1.9M reactions from patents (1976-2016). (1) Given the product [N:1]1[CH:6]=[CH:5][C:4]([C@H:7]([NH:9][C:11]2[CH:18]=[CH:17][C:14]([C:15]#[N:16])=[CH:13][N:12]=2)[CH3:8])=[CH:3][CH:2]=1, predict the reactants needed to synthesize it. The reactants are: [N:1]1[CH:6]=[CH:5][C:4]([C@H:7]([NH2:9])[CH3:8])=[CH:3][CH:2]=1.Cl[C:11]1[CH:18]=[CH:17][C:14]([C:15]#[N:16])=[CH:13][N:12]=1.C(=O)([O-])[O-].[K+].[K+].C(OCC)(=O)C. (2) Given the product [F:48][C:49]([F:54])([F:53])[C:50]([OH:52])=[O:51].[Cl:19][C:15]1[C:14]([F:20])=[C:13]([CH:12]2[C:11]([C:23]3[CH:28]=[CH:27][C:26]([Cl:29])=[CH:25][C:24]=3[F:30])([C:21]#[N:22])[CH:10]([CH2:31][C:32]([CH3:47])([CH3:46])[CH2:33][CH2:34][O:35][CH2:36][CH2:37][O:38][C:50](=[O:51])[C:49]([F:54])([F:53])[F:48])[NH:9][CH:8]2[C:6]([OH:5])=[O:7])[CH:18]=[CH:17][CH:16]=1, predict the reactants needed to synthesize it. The reactants are: C([O:5][C:6]([CH:8]1[CH:12]([C:13]2[CH:18]=[CH:17][CH:16]=[C:15]([Cl:19])[C:14]=2[F:20])[C:11]([C:23]2[CH:28]=[CH:27][C:26]([Cl:29])=[CH:25][C:24]=2[F:30])([C:21]#[N:22])[CH:10]([CH2:31][C:32]([CH3:47])([CH3:46])[CH2:33][CH2:34][O:35][CH2:36][CH2:37][O:38][Si](C(C)(C)C)(C)C)[NH:9]1)=[O:7])(C)(C)C.[F:48][C:49]([F:54])([F:53])[C:50]([OH:52])=[O:51]. (3) Given the product [CH3:1][O:2][C:3]1[CH:11]=[C:10]([N:12]2[CH2:13][CH2:14][N:15]([CH3:18])[CH2:16][CH2:17]2)[C:9]([N+:19]([O-:21])=[O:20])=[CH:8][C:4]=1[NH:24][C:28](=[O:38])[O:52][C:48]([CH3:51])([CH3:50])[CH3:49], predict the reactants needed to synthesize it. The reactants are: [CH3:1][O:2][C:3]1[CH:11]=[C:10]([N:12]2[CH2:17][CH2:16][N:15]([CH3:18])[CH2:14][CH2:13]2)[C:9]([N+:19]([O-:21])=[O:20])=[CH:8][C:4]=1C(O)=O.CC[N:24]([CH:28](C)C)C(C)C.C1(P(N=[N+]=[N-])(C2C=CC=CC=2)=[O:38])C=CC=CC=1.[C:48]([OH:52])([CH3:51])([CH3:50])[CH3:49].